Dataset: Peptide-MHC class I binding affinity with 185,985 pairs from IEDB/IMGT. Task: Regression. Given a peptide amino acid sequence and an MHC pseudo amino acid sequence, predict their binding affinity value. This is MHC class I binding data. (1) The peptide sequence is KSMREEYRK. The MHC is HLA-A11:01 with pseudo-sequence HLA-A11:01. The binding affinity (normalized) is 0.351. (2) The peptide sequence is KITDFGIAK. The MHC is HLA-A31:01 with pseudo-sequence HLA-A31:01. The binding affinity (normalized) is 0.573. (3) The peptide sequence is RRVSGCVSV. The MHC is HLA-B40:01 with pseudo-sequence HLA-B40:01. The binding affinity (normalized) is 0.149. (4) The peptide sequence is ALYEASTTY. The MHC is BoLA-D18.4 with pseudo-sequence BoLA-D18.4. The binding affinity (normalized) is 0.820. (5) The peptide sequence is KILSDENYL. The MHC is HLA-A33:01 with pseudo-sequence HLA-A33:01. The binding affinity (normalized) is 0.